Dataset: Reaction yield outcomes from USPTO patents with 853,638 reactions. Task: Predict the reaction yield, written as a fraction of the theoretical maximum amount of product (1.0 means a 100% yield; for example, 0.34 means a 34% yield). (1) The reactants are [Si]([C:8]1[O:9][C:10]2[C:30]([O:31][C:32](=[O:34])[CH3:33])=[C:29]([O:35][CH3:36])[CH:28]=[CH:27][C:11]=2[C:12]=1[C:13](=[O:26])[C:14]1[CH:19]=[C:18]([O:20][CH3:21])[C:17]([O:22][CH3:23])=[C:16]([O:24][CH3:25])[CH:15]=1)(C(C)(C)C)(C)C.[Br:37]Br. The catalyst is ClCCCl. The product is [Br:37][C:8]1[O:9][C:10]2[C:30]([O:31][C:32](=[O:34])[CH3:33])=[C:29]([O:35][CH3:36])[CH:28]=[CH:27][C:11]=2[C:12]=1[C:13](=[O:26])[C:14]1[CH:19]=[C:18]([O:20][CH3:21])[C:17]([O:22][CH3:23])=[C:16]([O:24][CH3:25])[CH:15]=1. The yield is 0.810. (2) The reactants are C(OC([NH:8][C@@H:9]1[C@H:14]([NH:15][C:16]2[N:21]=[C:20]([C:22]3[CH:23]=[N:24][N:25]([CH:27]([F:29])[F:28])[CH:26]=3)[C:19]3[C:30](=[O:40])[N:31](C(OC(C)(C)C)=O)[CH2:32][C:18]=3[C:17]=2[F:41])[CH2:13][CH2:12][O:11][CH2:10]1)=O)(C)(C)C.Cl. The catalyst is CC(O)C. The product is [NH2:8][C@@H:9]1[C@H:14]([NH:15][C:16]2[N:21]=[C:20]([C:22]3[CH:23]=[N:24][N:25]([CH:27]([F:28])[F:29])[CH:26]=3)[C:19]3[C:30](=[O:40])[NH:31][CH2:32][C:18]=3[C:17]=2[F:41])[CH2:13][CH2:12][O:11][CH2:10]1. The yield is 0.960. (3) The reactants are S(=O)(=O)(O)[OH:2].[NH2:6][C:7]1[S:11][N:10]=[C:9]([CH3:12])[C:8]=1[C:13]#[N:14].N. No catalyst specified. The product is [NH2:6][C:7]1[S:11][N:10]=[C:9]([CH3:12])[C:8]=1[C:13]([NH2:14])=[O:2]. The yield is 0.800. (4) The reactants are Br[C:2]1[CH:3]=[C:4]([C:9]2[CH:14]=[CH:13][CH:12]=[CH:11][CH:10]=2)[CH:5]=[C:6]([Cl:8])[CH:7]=1.[C:15]1([C:21]2[C:29]3[S:28][C:27]4[C:30](B(O)O)=[CH:31][CH:32]=[CH:33][C:26]=4[C:25]=3[CH:24]=[CH:23][CH:22]=2)[CH:20]=[CH:19][CH:18]=[CH:17][CH:16]=1.C([O-])([O-])=O.[K+].[K+]. The catalyst is C1(C)C=CC=CC=1.O.C1C=CC([P]([Pd]([P](C2C=CC=CC=2)(C2C=CC=CC=2)C2C=CC=CC=2)([P](C2C=CC=CC=2)(C2C=CC=CC=2)C2C=CC=CC=2)[P](C2C=CC=CC=2)(C2C=CC=CC=2)C2C=CC=CC=2)(C2C=CC=CC=2)C2C=CC=CC=2)=CC=1. The product is [Cl:8][C:6]1[CH:7]=[C:2]([C:30]2[C:27]3[S:28][C:29]4[C:21]([C:15]5[CH:20]=[CH:19][CH:18]=[CH:17][CH:16]=5)=[CH:22][CH:23]=[CH:24][C:25]=4[C:26]=3[CH:33]=[CH:32][CH:31]=2)[CH:3]=[C:4]([C:9]2[CH:14]=[CH:13][CH:12]=[CH:11][CH:10]=2)[CH:5]=1. The yield is 0.724. (5) The reactants are [OH:1][CH2:2][CH2:3][C:4]([C:7]1[CH:12]=[CH:11][C:10]([O:13][CH3:14])=[CH:9][C:8]=1[OH:15])([CH3:6])[CH3:5].C1(C)C=CC(S(O)(=O)=O)=CC=1. The catalyst is C1(C)C=CC=CC=1. The product is [CH3:14][O:13][C:10]1[CH:9]=[C:8]2[C:7]([C:4]([CH3:6])([CH3:5])[CH2:3][C:2](=[O:1])[O:15]2)=[CH:12][CH:11]=1. The yield is 0.750. (6) The product is [CH2:29]([N:19]([CH2:18][CH2:17][CH2:16][N:8]([CH2:7][C:4]1[CH:3]=[CH:2][CH:1]=[CH:6][CH:5]=1)[CH2:54][C:51]1[CH:50]=[CH:49][N:48]=[CH:53][CH:52]=1)[C:20](=[O:21])[O:22][CH2:23][C:24]1[S:28][CH:27]=[N:26][CH:25]=1)[C:30]1[CH:35]=[CH:34][CH:33]=[CH:32][CH:31]=1. The reactants are [C:1]1(C2C=CC=CC=2)[CH:6]=[CH:5][C:4]([CH2:7][N:8]([CH2:16][CH2:17][CH2:18][N:19]([CH2:29][C:30]2[CH:35]=[CH:34][C:33](C3C=CC=CC=3)=[CH:32][CH:31]=2)[C:20]([O:22][CH2:23][C:24]2[S:28][CH:27]=[N:26][CH:25]=2)=[O:21])C(=O)OC(C)(C)C)=[CH:3][CH:2]=1.[N:48]1[CH:53]=[CH:52][C:51]([CH:54]=O)=[CH:50][CH:49]=1.C(O[BH-](OC(=O)C)OC(=O)C)(=O)C.[Na+].C(O)(=O)C.C([O-])(O)=O.[Na+]. The catalyst is ClCCCl. The yield is 0.770. (7) The reactants are [CH2:1]([O:3][CH2:4][O:5][C:6]1[CH:11]=[C:10]([O:12][CH2:13][O:14][CH2:15][CH3:16])[CH:9]=[CH:8][C:7]=1[O:17][CH:18]([CH3:20])[CH3:19])[CH3:2].[Li][CH2:22]CCC.CI. The catalyst is C1COCC1. The product is [CH2:15]([O:14][CH2:13][O:12][C:10]1[CH:9]=[CH:8][C:7]([O:17][CH:18]([CH3:20])[CH3:19])=[C:6]([O:5][CH2:4][O:3][CH2:1][CH3:2])[C:11]=1[CH3:22])[CH3:16]. The yield is 0.790. (8) The reactants are [C:1]12([C:11]3[CH:27]=[CH:26][C:14]([O:15][CH2:16][C:17]([N:19]4[CH2:24][CH2:23][N:22]([CH3:25])[CH2:21][CH2:20]4)=[O:18])=[CH:13][CH:12]=3)[CH2:10][CH:5]3[CH2:6][CH:7]([CH2:9][CH:3]([CH2:4]3)[CH2:2]1)[CH2:8]2.[CH3:28][I:29]. The catalyst is C(OCC)C. The product is [I-:29].[C:1]12([C:11]3[CH:27]=[CH:26][C:14]([O:15][CH2:16][C:17]([N:19]4[CH2:24][CH2:23][N+:22]([CH3:28])([CH3:25])[CH2:21][CH2:20]4)=[O:18])=[CH:13][CH:12]=3)[CH2:10][CH:5]3[CH2:6][CH:7]([CH2:9][CH:3]([CH2:4]3)[CH2:2]1)[CH2:8]2. The yield is 0.975. (9) The reactants are C([O:3][C:4](=[O:34])[CH2:5][NH:6][C:7](=[O:33])[C:8]1[CH:13]=[CH:12][C:11]([S:14](=[O:32])(=[O:31])[NH:15][C:16]2[CH:21]=[CH:20][CH:19]=[CH:18][C:17]=2[O:22][C:23]2[CH:28]=[CH:27][C:26]([Cl:29])=[CH:25][C:24]=2[Cl:30])=[CH:10][CH:9]=1)C.O.CO. The yield is 0.930. The product is [Cl:30][C:24]1[CH:25]=[C:26]([Cl:29])[CH:27]=[CH:28][C:23]=1[O:22][C:17]1[CH:18]=[CH:19][CH:20]=[CH:21][C:16]=1[NH:15][S:14]([C:11]1[CH:12]=[CH:13][C:8]([C:7]([NH:6][CH2:5][C:4]([OH:34])=[O:3])=[O:33])=[CH:9][CH:10]=1)(=[O:31])=[O:32]. The catalyst is O1CCCC1.